Dataset: Full USPTO retrosynthesis dataset with 1.9M reactions from patents (1976-2016). Task: Predict the reactants needed to synthesize the given product. (1) Given the product [Cl:1][C:2]1[CH:7]=[CH:6][C:5]([C:11]#[C:10][CH3:15])=[C:4]([F:9])[CH:3]=1, predict the reactants needed to synthesize it. The reactants are: [Cl:1][C:2]1[CH:7]=[CH:6][C:5](I)=[C:4]([F:9])[CH:3]=1.[C:10]1(P(C2C=CC=CC=2)C2C=CC=CC=2)[CH:15]=CC=C[CH:11]=1. (2) Given the product [CH2:1]([C:3]1[C:4]([CH:50]=[CH:49][O:52][CH3:53])=[CH:7][CH:8]=[CH:9][C:10]=1[B:11]1[O:12][C:13]([CH3:19])([CH3:18])[C:14]([CH3:17])([CH3:16])[O:15]1)[CH3:2], predict the reactants needed to synthesize it. The reactants are: [CH2:1]([C:3]1[C:10]([B:11]2[O:15][C:14]([CH3:17])([CH3:16])[C:13]([CH3:19])([CH3:18])[O:12]2)=[CH:9][CH:8]=[CH:7][C:4]=1C=O)[CH3:2].[Cl-].COC[P+](C1C=CC=CC=1)(C1C=CC=CC=1)C1C=CC=CC=1.CC(C)([O-])C.[K+].[C:49]([O:52][CH2:53]C)(=O)[CH3:50]. (3) Given the product [C:19]([CH2:18][NH:1][C:25]([C:32]1[C:33](=[O:28])[NH:2][C:3]([C:4]2[CH:5]=[C:6]([CH:10]=[CH:11][CH:12]=2)[C:7]([OH:9])=[O:8])=[N:13][C:38]=1[OH:37])=[O:26])([OH:21])=[O:20], predict the reactants needed to synthesize it. The reactants are: [NH4+:1].[NH2:2][C:3](=[NH:13])[C:4]1[CH:5]=[C:6]([CH:10]=[CH:11][CH:12]=1)[C:7]([O-:9])=[O:8].C(C1C=[C:18](C=CC=1)[C:19]([OH:21])=[O:20])#N.[CH3:25][OH:26].Cl.[O:28]1[CH2:33][CH2:32]OCC1.N.CC[O:37][CH2:38]C.